The task is: Predict the reactants needed to synthesize the given product.. This data is from Full USPTO retrosynthesis dataset with 1.9M reactions from patents (1976-2016). (1) Given the product [F:1][C:2]1[CH:3]=[C:4]2[C:8](=[CH:9][CH:10]=1)[NH:7][CH:6]=[C:5]2[C:11]1[CH2:12][CH2:13][N:14]([CH2:18][CH2:19][C:20]2[C:25](=[O:26])[N:24]3[CH:27]=[CH:28][CH:29]=[C:30]([CH3:31])[C:23]3=[N:22][C:21]=2[CH3:32])[CH2:15][CH:16]=1, predict the reactants needed to synthesize it. The reactants are: [F:1][C:2]1[CH:3]=[C:4]2[C:8](=[CH:9][CH:10]=1)[NH:7][CH:6]=[C:5]2[C:11]1[CH2:12][CH2:13][NH:14][CH2:15][CH:16]=1.Cl[CH2:18][CH2:19][C:20]1[C:25](=[O:26])[N:24]2[CH:27]=[CH:28][CH:29]=[C:30]([CH3:31])[C:23]2=[N:22][C:21]=1[CH3:32].C(NC(C)C)(C)C.[I-].[K+]. (2) Given the product [F:24][C:25]1[CH:47]=[CH:46][C:28]([CH2:29][NH:30][C:31]([C:33]2[S:37][C:36]([C:38]3[CH:43]=[N:42][CH:41]=[C:40]([N:21]4[CH2:22][CH2:23][CH:19]([CH2:11][CH2:12][C:13]5[CH:18]=[CH:17][CH:16]=[CH:15][CH:14]=5)[CH2:20]4)[N:39]=3)=[N:35][C:34]=2[CH3:45])=[O:32])=[CH:27][CH:26]=1, predict the reactants needed to synthesize it. The reactants are: FC1C=CC(CNC)=CC=1.[CH2:11]([CH:19]1[CH2:23][CH2:22][NH:21][CH2:20]1)[CH2:12][C:13]1[CH:18]=[CH:17][CH:16]=[CH:15][CH:14]=1.[F:24][C:25]1[CH:47]=[CH:46][C:28]([CH2:29][NH:30][C:31]([C:33]2[S:37][C:36]([C:38]3[CH:43]=[N:42][CH:41]=[C:40](I)[N:39]=3)=[N:35][C:34]=2[CH3:45])=[O:32])=[CH:27][CH:26]=1. (3) Given the product [CH3:1][O:2][C:3]1[CH:16]=[C:15]([O:17][CH3:18])[CH:14]=[CH:13][C:4]=1[CH2:5][N:6]([C:7]1[CH:12]=[CH:11][N:10]=[CH:9][N:8]=1)[S:28]([C:21]1[CH:20]=[CH:25][C:24]([F:26])=[C:23]([CH3:27])[CH:22]=1)(=[O:29])=[O:30], predict the reactants needed to synthesize it. The reactants are: [CH3:1][O:2][C:3]1[CH:16]=[C:15]([O:17][CH3:18])[CH:14]=[CH:13][C:4]=1[CH2:5][NH:6][C:7]1[CH:12]=[CH:11][N:10]=[CH:9][N:8]=1.F[C:20]1[CH:25]=[C:24]([F:26])[C:23]([CH3:27])=[CH:22][C:21]=1[S:28](Cl)(=[O:30])=[O:29].N12CCN(CC1)CC2. (4) The reactants are: [CH3:1][C:2]1[CH:22]=[CH:21][CH:20]=[C:19]([CH3:23])[C:3]=1[CH2:4][N:5]1[C:13]2[C:8](=[CH:9][CH:10]=[C:11]([CH2:14][C:15]([OH:17])=[O:16])[CH:12]=2)[CH:7]([CH3:18])[CH2:6]1.FC(F)(F)C(O)=O.CC1C=CC=C(C)C=1CN1C2C(=CC=C(CC(O)=O)C=2)[C@H](C)C1. Given the product [CH3:1][C:2]1[CH:22]=[CH:21][CH:20]=[C:19]([CH3:23])[C:3]=1[CH2:4][N:5]1[C:13]2[C:8](=[CH:9][CH:10]=[C:11]([CH2:14][C:15]([OH:17])=[O:16])[CH:12]=2)[C@@H:7]([CH3:18])[CH2:6]1, predict the reactants needed to synthesize it. (5) Given the product [ClH:45].[ClH:45].[CH2:25]([NH:32][C:2]1[CH:7]=[CH:6][N:5]([C:8]2[CH:9]=[C:10]3[C:14](=[CH:15][CH:16]=2)[N:13]([CH2:17][CH2:18][N:19]2[CH2:23][CH2:22][CH2:21][CH2:20]2)[N:12]=[CH:11]3)[C:4](=[O:24])[CH:3]=1)[C:26]1[CH:31]=[CH:30][CH:29]=[CH:28][CH:27]=1, predict the reactants needed to synthesize it. The reactants are: O[C:2]1[CH:7]=[CH:6][N:5]([C:8]2[CH:9]=[C:10]3[C:14](=[CH:15][CH:16]=2)[N:13]([CH2:17][CH2:18][N:19]2[CH2:23][CH2:22][CH2:21][CH2:20]2)[N:12]=[CH:11]3)[C:4](=[O:24])[CH:3]=1.[CH2:25]([NH2:32])[C:26]1[CH:31]=[CH:30][CH:29]=[CH:28][CH:27]=1.C1(N)C(F)=C(F)C(F)=C(N)C=1F.[ClH:45].Cl. (6) Given the product [F:16][C:17]1[CH:18]=[CH:19][C:20]([CH:21]([C:22]2[CH:27]=[CH:26][C:25]([F:28])=[CH:24][CH:23]=2)[O:1][C:2]2[CH:7]=[CH:6][C:5]([N+:8]([O-:10])=[O:9])=[CH:4][C:3]=2[C:11](=[O:15])[CH:12]([CH3:13])[CH3:14])=[CH:30][CH:31]=1, predict the reactants needed to synthesize it. The reactants are: [OH:1][C:2]1[CH:7]=[CH:6][C:5]([N+:8]([O-:10])=[O:9])=[CH:4][C:3]=1[C:11](=[O:15])[CH:12]([CH3:14])[CH3:13].[F:16][C:17]1[CH:31]=[CH:30][C:20]([CH:21](O)[C:22]2[CH:27]=[CH:26][C:25]([F:28])=[CH:24][CH:23]=2)=[CH:19][CH:18]=1.C1(C)C=CC=CC=1.C1(P(C2C=CC=CC=2)C2C=CC=CC=2)C=CC=CC=1. (7) Given the product [CH:4]([C:5]1[CH:10]=[CH:9][N:8]=[C:7]([C:11]([NH:13][CH3:14])=[O:12])[CH:6]=1)=[O:3], predict the reactants needed to synthesize it. The reactants are: O.Cl.[OH:3][CH2:4][C:5]1[CH:10]=[CH:9][N:8]=[C:7]([C:11]([NH:13][CH3:14])=[O:12])[CH:6]=1.